From a dataset of Forward reaction prediction with 1.9M reactions from USPTO patents (1976-2016). Predict the product of the given reaction. (1) Given the reactants [N:1]1[CH:6]=[CH:5][CH:4]=[C:3]([CH2:7][NH:8][C:9]([C:11]2[S:15][C:14]([C:16]3[NH:17][N:18]=[CH:19][CH:20]=3)=[N:13][C:12]=2[CH3:21])=[O:10])[CH:2]=1.Br[CH2:23][C:24]1[CH:29]=[C:28]([F:30])[CH:27]=[C:26]([F:31])[CH:25]=1, predict the reaction product. The product is: [N:1]1[CH:6]=[CH:5][CH:4]=[C:3]([CH2:7][NH:8][C:9]([C:11]2[S:15][C:14]([C:16]3[CH:20]=[CH:19][N:18]([CH2:23][C:24]4[CH:29]=[C:28]([F:30])[CH:27]=[C:26]([F:31])[CH:25]=4)[N:17]=3)=[N:13][C:12]=2[CH3:21])=[O:10])[CH:2]=1. (2) Given the reactants [Br:1][C:2]1[C:7]([CH3:8])=[CH:6][C:5]([OH:9])=[CH:4][C:3]=1[CH3:10].[C:11]([O:15][C:16]([N:18]1[CH2:21][CH:20]([CH2:22]O)[CH2:19]1)=[O:17])([CH3:14])([CH3:13])[CH3:12].CC(OC(/N=N/C(OC(C)(C)C)=O)=O)(C)C.C1(P(C2C=CC=CC=2)C2C=CC=CC=2)C=CC=CC=1, predict the reaction product. The product is: [C:11]([O:15][C:16]([N:18]1[CH2:21][CH:20]([CH2:22][O:9][C:5]2[CH:6]=[C:7]([CH3:8])[C:2]([Br:1])=[C:3]([CH3:10])[CH:4]=2)[CH2:19]1)=[O:17])([CH3:14])([CH3:12])[CH3:13].